This data is from Ames mutagenicity test results for genotoxicity prediction. The task is: Regression/Classification. Given a drug SMILES string, predict its toxicity properties. Task type varies by dataset: regression for continuous values (e.g., LD50, hERG inhibition percentage) or binary classification for toxic/non-toxic outcomes (e.g., AMES mutagenicity, cardiotoxicity, hepatotoxicity). Dataset: ames. (1) The molecule is O=[N+]([O-])c1ccc2cc([N+](=O)[O-])c([N+](=O)[O-])cc2c1. The result is 1 (mutagenic). (2) The compound is Cc1ccsc1. The result is 0 (non-mutagenic). (3) The compound is Cn1c(N)nc2c3cnccc3ccc21. The result is 1 (mutagenic).